This data is from CYP2D6 inhibition data for predicting drug metabolism from PubChem BioAssay. The task is: Regression/Classification. Given a drug SMILES string, predict its absorption, distribution, metabolism, or excretion properties. Task type varies by dataset: regression for continuous measurements (e.g., permeability, clearance, half-life) or binary classification for categorical outcomes (e.g., BBB penetration, CYP inhibition). Dataset: cyp2d6_veith. (1) The drug is O=c1ccc2cc(O)c(O)cc2o1. The result is 0 (non-inhibitor). (2) The compound is O=C(NCCCN1CCCCCC1)C1CC(=O)N(C2CCCC2)C1. The result is 0 (non-inhibitor).